From a dataset of Full USPTO retrosynthesis dataset with 1.9M reactions from patents (1976-2016). Predict the reactants needed to synthesize the given product. (1) The reactants are: Cl.Cl[CH2:3][CH2:4][CH:5]([C:10]1[CH:15]=[C:14]([F:16])[C:13]([F:17])=[C:12]([F:18])[CH:11]=1)[C:6]([NH:8][NH2:9])=O.C(N(CC)CC)C.Cl.Cl.[CH3:28][O:29][C:30]1[CH:31]=[C:32](/[CH:42]=[CH:43]/[C:44](=[NH:48])OCC)[CH:33]=[N:34][C:35]=1[N:36]1[CH:40]=[C:39]([CH3:41])[N:38]=[CH:37]1. Given the product [CH3:28][O:29][C:30]1[CH:31]=[C:32](/[CH:42]=[CH:43]/[C:44]2[N:48]=[C:6]3[CH:5]([C:10]4[CH:15]=[C:14]([F:16])[C:13]([F:17])=[C:12]([F:18])[CH:11]=4)[CH2:4][CH2:3][N:8]3[N:9]=2)[CH:33]=[N:34][C:35]=1[N:36]1[CH:40]=[C:39]([CH3:41])[N:38]=[CH:37]1, predict the reactants needed to synthesize it. (2) The reactants are: CS(O)(=O)=O.Cl[C:7]1[N:12]=[C:11]([C:13]([F:16])([F:15])[F:14])[CH:10]=[CH:9][N:8]=1.[Br:17][C:18]1[CH:19]=[C:20]([CH:22]=[C:23]([O:25][CH3:26])[CH:24]=1)[NH2:21]. Given the product [Br:17][C:18]1[CH:19]=[C:20]([NH:21][C:7]2[N:12]=[C:11]([C:13]([F:16])([F:15])[F:14])[CH:10]=[CH:9][N:8]=2)[CH:22]=[C:23]([O:25][CH3:26])[CH:24]=1, predict the reactants needed to synthesize it. (3) Given the product [CH3:1][C:2]([CH3:24])([CH3:23])[CH2:3][N:4]1[C:8]2[CH:9]=[CH:10][C:11]([C:14]3[CH:15]=[C:16]([CH:17]=[CH:18][CH:19]=3)[O:20][C:32]3[C:33]([C:38]#[N:39])=[CH:34][N:35]=[CH:36][CH:37]=3)=[C:12]([F:13])[C:7]=2[N:6]([CH3:21])[C:5]1=[O:22], predict the reactants needed to synthesize it. The reactants are: [CH3:1][C:2]([CH3:24])([CH3:23])[CH2:3][N:4]1[C:8]2[CH:9]=[CH:10][C:11]([C:14]3[CH:19]=[CH:18][CH:17]=[C:16]([OH:20])[CH:15]=3)=[C:12]([F:13])[C:7]=2[N:6]([CH3:21])[C:5]1=[O:22].C(=O)([O-])[O-].[K+].[K+].Cl[C:32]1[CH:37]=[CH:36][N:35]=[CH:34][C:33]=1[C:38]#[N:39]. (4) Given the product [Cl:15][C:16]1[CH:22]=[CH:21][C:19]([NH:20][C:9]2[CH:8]=[CH:7][N:6]=[C:5]([S:2]([CH3:1])(=[O:4])=[O:3])[CH:10]=2)=[C:18]([N+:23]([O-:25])=[O:24])[CH:17]=1.[Cl:15][C:16]1[CH:22]=[CH:21][C:19]([NH:20][C:5]2[CH:10]=[C:9]([S:11]([CH3:14])(=[O:13])=[O:12])[CH:8]=[CH:7][N:6]=2)=[C:18]([N+:23]([O-:25])=[O:24])[CH:17]=1, predict the reactants needed to synthesize it. The reactants are: [CH3:1][S:2]([C:5]1[CH:10]=[C:9]([S:11]([CH3:14])(=[O:13])=[O:12])[CH:8]=[CH:7][N:6]=1)(=[O:4])=[O:3].[Cl:15][C:16]1[CH:22]=[CH:21][C:19]([NH2:20])=[C:18]([N+:23]([O-:25])=[O:24])[CH:17]=1.C(=O)([O-])[O-].[K+].[K+]. (5) Given the product [CH2:60]([O:61][CH:55]([O:49][NH:48][C:23](=[O:24])[C:22]1[CH:21]=[CH:20][C:19]([N:16]2[CH2:15][CH:14]3[CH:18]([CH:13]3[NH:12][CH2:11][C:2]3[CH:3]=[CH:4][C:5]4[C:10](=[CH:9][CH:8]=[CH:7][CH:6]=4)[CH:1]=3)[CH2:17]2)=[CH:27][CH:26]=1)[CH3:56])[CH:34]([CH3:33])[CH3:35], predict the reactants needed to synthesize it. The reactants are: [CH:1]1[C:10]2[C:5](=[CH:6][CH:7]=[CH:8][CH:9]=2)[CH:4]=[CH:3][C:2]=1[CH2:11][NH:12][CH:13]1[CH:18]2[CH:14]1[CH2:15][N:16]([C:19]1[CH:27]=[CH:26][C:22]([C:23](O)=[O:24])=[CH:21][CH:20]=1)[CH2:17]2.CCN=C=N[CH2:33][CH2:34][CH2:35]N(C)C.Cl.C1C=CC2[N:48]([OH:49])N=NC=2C=1.CCN([CH2:55][CH3:56])CC.CN([CH:60]=[O:61])C. (6) Given the product [CH3:1][O:2][C:3]([C:5]1[CH:10]=[C:9]([CH3:11])[N:8]=[C:7]([C:25]2[CH:26]=[CH:27][C:22]([C:13]3[CH:18]=[CH:17][CH:16]=[CH:15][CH:14]=3)=[CH:23][CH:24]=2)[N:6]=1)=[O:4], predict the reactants needed to synthesize it. The reactants are: [CH3:1][O:2][C:3]([C:5]1[CH:10]=[C:9]([CH3:11])[N:8]=[C:7](Cl)[N:6]=1)=[O:4].[C:13]1([C:22]2[CH:27]=[CH:26][CH:25]=[CH:24][CH:23]=2)[CH:18]=[CH:17][C:16](B(O)O)=[CH:15][CH:14]=1.C(P(C(C)(C)C)C(C)(C)C)(C)(C)C.[F-].[K+].